This data is from Catalyst prediction with 721,799 reactions and 888 catalyst types from USPTO. The task is: Predict which catalyst facilitates the given reaction. (1) Reactant: [CH3:1][C:2]1[N:7]=[C:6]2[S:8][C:9]3[CH2:13][CH2:12][CH2:11][C:10]=3[C:5]2=[C:4]([C:14]2[CH:19]=[CH:18][C:17]([CH3:20])=[CH:16][CH:15]=2)[C:3]=1[CH2:21][C:22]([O:24][CH3:25])=[O:23].[Li+].C[Si]([N-][Si](C)(C)C)(C)C.C1[CH2:40][O:39][CH2:38]C1.BrCOC. Product: [CH3:1][C:2]1[N:7]=[C:6]2[S:8][C:9]3[CH2:13][CH2:12][CH2:11][C:10]=3[C:5]2=[C:4]([C:14]2[CH:19]=[CH:18][C:17]([CH3:20])=[CH:16][CH:15]=2)[C:3]=1[CH:21]([CH2:38][O:39][CH3:40])[C:22]([O:24][CH3:25])=[O:23]. The catalyst class is: 3. (2) Reactant: O[CH2:2][C:3]1[CH:12]=[CH:11][C:10]2[C:5](=[CH:6][CH:7]=[C:8]([CH2:13][CH2:14][CH2:15][N:16]([CH2:20][CH2:21][CH3:22])[CH2:17][CH2:18][CH3:19])[CH:9]=2)[CH:4]=1.C1(P(C2C=CC=CC=2)C2C=CC=CC=2)C=CC=CC=1.[C:42]1(=[O:52])[NH:46][C:45](=[O:47])[C:44]2=[CH:48][CH:49]=[CH:50][CH:51]=[C:43]12.CCOC(/N=N/C(OCC)=O)=O.C1(C)C=CC=CC=1. Product: [C:42]1(=[O:52])[N:46]([CH2:2][C:3]2[CH:12]=[CH:11][C:10]3[C:5](=[CH:6][CH:7]=[C:8]([CH2:13][CH2:14][CH2:15][N:16]([CH2:20][CH2:21][CH3:22])[CH2:17][CH2:18][CH3:19])[CH:9]=3)[CH:4]=2)[C:45](=[O:47])[C:44]2=[CH:48][CH:49]=[CH:50][CH:51]=[C:43]12. The catalyst class is: 1. (3) Reactant: Cl.[NH2:2][C:3]1[N:8]=[CH:7][C:6](/[CH:9]=[CH:10]/[C:11]([OH:13])=O)=[CH:5][CH:4]=1.Cl.Cl.[NH:16]1[CH2:19][CH:18]([O:20][CH2:21][C:22]2[CH:27]=[CH:26][N:25]=[CH:24][CH:23]=2)[CH2:17]1.CCN(C(C)C)C(C)C.CCN=C=NCCCN(C)C. Product: [O:13]=[C:11]([N:16]1[CH2:19][CH:18]([O:20][CH2:21][C:22]2[CH:27]=[CH:26][N:25]=[CH:24][CH:23]=2)[CH2:17]1)/[CH:10]=[CH:9]/[C:6]1[CH:5]=[CH:4][C:3]([NH2:2])=[N:8][CH:7]=1. The catalyst class is: 239.